From a dataset of Peptide-MHC class I binding affinity with 185,985 pairs from IEDB/IMGT. Regression. Given a peptide amino acid sequence and an MHC pseudo amino acid sequence, predict their binding affinity value. This is MHC class I binding data. (1) The peptide sequence is IPFNVVSAM. The MHC is HLA-B35:01 with pseudo-sequence HLA-B35:01. The binding affinity (normalized) is 0.893. (2) The peptide sequence is LILSCIFAFI. The MHC is H-2-Db with pseudo-sequence H-2-Db. The binding affinity (normalized) is 0. (3) The peptide sequence is SSPEEISSQL. The MHC is Mamu-A01 with pseudo-sequence Mamu-A01. The binding affinity (normalized) is 0.613. (4) The peptide sequence is QELKNSAVSL. The MHC is HLA-A68:01 with pseudo-sequence HLA-A68:01. The binding affinity (normalized) is 0. (5) The peptide sequence is KSYAQMWTL. The MHC is HLA-B57:01 with pseudo-sequence HLA-B57:01. The binding affinity (normalized) is 0.826. (6) The peptide sequence is YEDQLHRAS. The MHC is HLA-A02:06 with pseudo-sequence HLA-A02:06. The binding affinity (normalized) is 0.0847. (7) The peptide sequence is QYQQLREAA. The MHC is HLA-A24:02 with pseudo-sequence HLA-A24:02. The binding affinity (normalized) is 0. (8) The peptide sequence is DELGNILSVY. The MHC is HLA-B40:01 with pseudo-sequence HLA-B40:01. The binding affinity (normalized) is 0.